From a dataset of Full USPTO retrosynthesis dataset with 1.9M reactions from patents (1976-2016). Predict the reactants needed to synthesize the given product. (1) Given the product [CH3:1][O:2][C:3]([C:5]1[C:10]([NH2:11])=[N:9][C:8]([O:15][CH2:16][CH2:17][F:18])=[CH:7][N:6]=1)=[O:4], predict the reactants needed to synthesize it. The reactants are: [CH3:1][O:2][C:3]([C:5]1[C:10]([NH:11]C(=O)C)=[N:9][C:8]([O:15][CH2:16][CH2:17][F:18])=[CH:7][N:6]=1)=[O:4].C[O-].[Na+]. (2) The reactants are: [Na+].[I-].[C:3]([O:7][C:8](=[O:29])[N:9]([C@H:11]([C:13](=[O:28])[NH:14][CH:15]1[C:21](=[O:22])[NH:20][C:19]2[CH:23]=[C:24]([Br:27])[CH:25]=[CH:26][C:18]=2[CH2:17][CH2:16]1)[CH3:12])[CH3:10])([CH3:6])([CH3:5])[CH3:4].[CH2:30](Br)[C:31]1[CH:36]=[CH:35][CH:34]=[CH:33][CH:32]=1. Given the product [C:3]([O:7][C:8](=[O:29])[N:9]([C@H:11]([C:13](=[O:28])[NH:14][C@@H:15]1[C:21](=[O:22])[N:20]([CH2:30][C:31]2[CH:36]=[CH:35][CH:34]=[CH:33][CH:32]=2)[C:19]2[CH:23]=[C:24]([Br:27])[CH:25]=[CH:26][C:18]=2[CH2:17][CH2:16]1)[CH3:12])[CH3:10])([CH3:4])([CH3:5])[CH3:6], predict the reactants needed to synthesize it. (3) Given the product [Br:1][C:2]1[CH:10]=[CH:9][C:5]([C:6]([O:8][C:20]2[CH2:25][CH2:24][CH2:23][C:22](=[O:26])[CH:21]=2)=[O:7])=[C:4]([N+:11]([O-:13])=[O:12])[C:3]=1[NH:14][CH2:15][C:16]([CH3:19])([CH3:18])[CH3:17], predict the reactants needed to synthesize it. The reactants are: [Br:1][C:2]1[CH:10]=[CH:9][C:5]([C:6]([OH:8])=[O:7])=[C:4]([N+:11]([O-:13])=[O:12])[C:3]=1[NH:14][CH2:15][C:16]([CH3:19])([CH3:18])[CH3:17].[C:20]1(=O)[CH2:25][CH2:24][CH2:23][C:22](=[O:26])[CH2:21]1. (4) Given the product [S:1]1[C:5]2[CH:6]=[CH:7][CH:8]=[CH:9][C:4]=2[N:3]=[C:2]1[O:10][C:11]1[CH:12]=[CH:13][C:14]([CH2:17][CH2:18][N:19]([CH:36]2[CH2:38][CH2:37]2)[CH2:20][CH2:21][CH2:22][N:23]2[CH2:27][CH2:26][CH2:25][C:24]2=[O:28])=[CH:15][CH:16]=1, predict the reactants needed to synthesize it. The reactants are: [S:1]1[C:5]2[CH:6]=[CH:7][CH:8]=[CH:9][C:4]=2[N:3]=[C:2]1[O:10][C:11]1[CH:16]=[CH:15][C:14]([CH2:17][CH2:18][NH:19][CH2:20][CH2:21][CH2:22][N:23]2[CH2:27][CH2:26][CH2:25][C:24]2=[O:28])=[CH:13][CH:12]=1.C(O)(=O)C.C(O[C:36]1(O[Si](C)(C)C)[CH2:38][CH2:37]1)C.C([BH3-])#N.[Na+]. (5) The reactants are: [Cl:1][C:2]1[C:3]([O:12][C:13]2[CH:18]=[C:17]([OH:19])[CH:16]=[CH:15][C:14]=2[CH2:20][CH2:21][C:22]([O:24][CH2:25][CH3:26])=[O:23])=[N:4][CH:5]=[C:6]([C:8]([F:11])([F:10])[F:9])[CH:7]=1.O[CH2:28][CH2:29][N:30]1[CH2:35][CH2:34][O:33][CH2:32][CH2:31]1.C(P(CCCC)CCCC)CCC.N(C(N1CCCCC1)=O)=NC(N1CCCCC1)=O. Given the product [Cl:1][C:2]1[C:3]([O:12][C:13]2[CH:18]=[C:17]([O:19][CH2:28][CH2:29][N:30]3[CH2:35][CH2:34][O:33][CH2:32][CH2:31]3)[CH:16]=[CH:15][C:14]=2[CH2:20][CH2:21][C:22]([O:24][CH2:25][CH3:26])=[O:23])=[N:4][CH:5]=[C:6]([C:8]([F:9])([F:11])[F:10])[CH:7]=1, predict the reactants needed to synthesize it. (6) Given the product [NH2:18][C:8]([C:6]1[CH:7]=[C:2]([Br:1])[CH:3]=[CH:4][C:5]=1[F:25])([CH3:17])[CH2:9][C:10]1([OH:16])[CH2:11][CH2:12][O:13][CH2:14][CH2:15]1, predict the reactants needed to synthesize it. The reactants are: [Br:1][C:2]1[CH:3]=[CH:4][C:5]([F:25])=[C:6]([C:8]([NH:18]S(C(C)(C)C)=O)([CH3:17])[CH2:9][C:10]2([OH:16])[CH2:15][CH2:14][O:13][CH2:12][CH2:11]2)[CH:7]=1.Cl. (7) Given the product [C:1]([O:4][CH2:5][C:6]1[C:11]([N:12]2[C:24](=[O:25])[C:23]3[S:22][C:21]4[CH2:20][CH2:19][CH2:18][CH2:17][C:16]=4[C:15]=3[CH2:14][CH2:13]2)=[CH:10][C:9]([F:26])=[CH:8][C:7]=1[C:27]1[CH:32]=[C:31]([NH:33][C:34]2[CH:38]=[CH:62][C:61]3[CH2:60][N:59]([CH3:64])[CH2:58][CH2:57][C:56]=3[N:35]=2)[C:30](=[O:42])[N:29]([CH3:43])[CH:28]=1)(=[O:3])[CH3:2], predict the reactants needed to synthesize it. The reactants are: [C:1]([O:4][CH2:5][C:6]1[C:11]([N:12]2[C:24](=[O:25])[C:23]3[S:22][C:21]4[CH2:20][CH2:19][CH2:18][CH2:17][C:16]=4[C:15]=3[CH2:14][CH2:13]2)=[CH:10][C:9]([F:26])=[CH:8][C:7]=1[C:27]1[CH:32]=[C:31]([NH:33][C:34]2[CH:38]=C(C3CC3)N[N:35]=2)[C:30](=[O:42])[N:29]([CH3:43])[CH:28]=1)(=[O:3])[CH3:2].BrC1C=C(NC2C=[CH:62][C:61]3[CH2:60][N:59]([CH3:64])[CH2:58][CH2:57][C:56]=3N=2)C(=O)N(C)C=1.C(OCC1C(B2OC(C)(C)C(C)(C)O2)=CC=CC=1N1C(=O)C2SC3CCCCC=3C=2CC1)(=O)C.